From a dataset of Forward reaction prediction with 1.9M reactions from USPTO patents (1976-2016). Predict the product of the given reaction. (1) Given the reactants [Br:1][C:2]1[CH:3]=[C:4]([Cl:22])[C:5]([NH:8][S:9]([C:12]2[CH:21]=[CH:20][C:15]([C:16]([O:18][CH3:19])=[O:17])=[CH:14][CH:13]=2)(=[O:11])=[O:10])=[N:6][CH:7]=1.Br[CH2:24][C:25]1[CH:30]=[CH:29][CH:28]=[CH:27][CH:26]=1, predict the reaction product. The product is: [CH2:24]([N:8]([C:5]1[C:4]([Cl:22])=[CH:3][C:2]([Br:1])=[CH:7][N:6]=1)[S:9]([C:12]1[CH:21]=[CH:20][C:15]([C:16]([O:18][CH3:19])=[O:17])=[CH:14][CH:13]=1)(=[O:10])=[O:11])[C:25]1[CH:30]=[CH:29][CH:28]=[CH:27][CH:26]=1. (2) Given the reactants [CH3:1][CH:2]1[CH2:7][N:6](C(OCC2C=CC=CC=2)=O)[CH2:5][CH:4]([CH3:18])[N:3]1[C:19]([O:21][C:22]([CH3:25])([CH3:24])[CH3:23])=[O:20], predict the reaction product. The product is: [C:22]([O:21][C:19]([N:3]1[CH:4]([CH3:18])[CH2:5][NH:6][CH2:7][CH:2]1[CH3:1])=[O:20])([CH3:25])([CH3:23])[CH3:24]. (3) Given the reactants [CH3:1][O:2][C:3]1[CH:4]=[C:5]([CH:10]=[CH:11][C:12]=1[N+:13]([O-])=O)[CH2:6][N:7]([CH3:9])[CH3:8].[H][H], predict the reaction product. The product is: [CH3:9][N:7]([CH2:6][C:5]1[CH:10]=[CH:11][C:12]([NH2:13])=[C:3]([O:2][CH3:1])[CH:4]=1)[CH3:8]. (4) Given the reactants [CH3:1][O:2][C:3]1[CH:10]=[C:9]([O:11][CH3:12])[CH:8]=[CH:7][C:4]=1[CH2:5][NH2:6].Cl[C:14]1[S:18][C:17]([C:19]([O:21][CH3:22])=[O:20])=[CH:16][C:15]=1[N+:23]([O-:25])=[O:24].C(=O)([O-])[O-].[K+].[K+], predict the reaction product. The product is: [CH3:1][O:2][C:3]1[CH:10]=[C:9]([O:11][CH3:12])[CH:8]=[CH:7][C:4]=1[CH2:5][NH:6][C:14]1[S:18][C:17]([C:19]([O:21][CH3:22])=[O:20])=[CH:16][C:15]=1[N+:23]([O-:25])=[O:24]. (5) Given the reactants [CH3:1][S:2](Cl)(=[O:4])=[O:3].[NH2:6][C:7]1[C:26]([C:27]2[CH:28]=[C:29]([CH:35]=[CH:36][CH:37]=2)[C:30]([O:32][CH2:33][CH3:34])=[O:31])=[CH:25][C:10]2[C:11]([C:21](=[O:24])[NH:22][CH3:23])=[C:12]([C:14]3[CH:19]=[CH:18][C:17]([F:20])=[CH:16][CH:15]=3)[O:13][C:9]=2[CH:8]=1, predict the reaction product. The product is: [F:20][C:17]1[CH:18]=[CH:19][C:14]([C:12]2[O:13][C:9]3[CH:8]=[C:7]([NH:6][S:2]([CH3:1])(=[O:4])=[O:3])[C:26]([C:27]4[CH:28]=[C:29]([CH:35]=[CH:36][CH:37]=4)[C:30]([O:32][CH2:33][CH3:34])=[O:31])=[CH:25][C:10]=3[C:11]=2[C:21](=[O:24])[NH:22][CH3:23])=[CH:15][CH:16]=1.